From a dataset of Reaction yield outcomes from USPTO patents with 853,638 reactions. Predict the reaction yield, written as a fraction of the theoretical maximum amount of product (1.0 means a 100% yield; for example, 0.34 means a 34% yield). (1) The reactants are [O:1]1[CH2:6][CH2:5][CH:4]([NH2:7])[CH2:3][CH2:2]1.[CH:8]([N:21]1[CH:26]=[CH:25][C:24]([C:27]2[CH:32]=[CH:31][N:30]=[C:29](S(C)(=O)=O)[N:28]=2)=[CH:23][C:22]1=[O:37])([C:15]1[CH:20]=[CH:19][CH:18]=[CH:17][CH:16]=1)[C:9]1[CH:14]=[CH:13][CH:12]=[CH:11][CH:10]=1. The catalyst is CC(N(C)C)=O.O. The product is [CH:8]([N:21]1[CH:26]=[CH:25][C:24]([C:27]2[CH:32]=[CH:31][N:30]=[C:29]([NH:7][CH:4]3[CH2:5][CH2:6][O:1][CH2:2][CH2:3]3)[N:28]=2)=[CH:23][C:22]1=[O:37])([C:9]1[CH:14]=[CH:13][CH:12]=[CH:11][CH:10]=1)[C:15]1[CH:20]=[CH:19][CH:18]=[CH:17][CH:16]=1. The yield is 0.570. (2) The reactants are [CH3:1][C:2]1([CH3:28])[CH2:7][CH2:6][C:5]([C:8]2[CH:13]=[C:12]([C:14](O)([CH3:16])[CH3:15])[CH:11]=[CH:10][C:9]=2[NH:18][C:19]([C:21]2[NH:22][CH:23]=[C:24]([C:26]#[N:27])[N:25]=2)=[O:20])=[CH:4][CH2:3]1.O=S(Cl)Cl.[NH:33]1[CH2:38][CH2:37][S:36][CH2:35][CH2:34]1.CCOC(C)=O. The catalyst is C(Cl)Cl. The product is [CH3:1][C:2]1([CH3:28])[CH2:7][CH2:6][C:5]([C:8]2[CH:13]=[C:12]([C:14]([CH3:16])([N:33]3[CH2:38][CH2:37][S:36][CH2:35][CH2:34]3)[CH3:15])[CH:11]=[CH:10][C:9]=2[NH:18][C:19]([C:21]2[NH:22][CH:23]=[C:24]([C:26]#[N:27])[N:25]=2)=[O:20])=[CH:4][CH2:3]1. The yield is 0.880. (3) The reactants are [Br:1][C:2]1[CH:3]=[C:4]([C:8]2([C:16]3[CH:21]=[CH:20][CH:19]=[C:18]([OH:22])[CH:17]=3)[NH:12][C:11](=[S:13])[N:10]([CH3:14])[C:9]2=[O:15])[CH:5]=[CH:6][CH:7]=1.[CH:23]1([S:26](Cl)(=[O:28])=[O:27])[CH2:25][CH2:24]1. No catalyst specified. The product is [CH:23]1([S:26]([O:22][C:18]2[CH:19]=[CH:20][CH:21]=[C:16]([C:8]3([C:4]4[CH:5]=[CH:6][CH:7]=[C:2]([Br:1])[CH:3]=4)[C:9](=[O:15])[N:10]([CH3:14])[C:11](=[S:13])[NH:12]3)[CH:17]=2)(=[O:28])=[O:27])[CH2:25][CH2:24]1. The yield is 0.600. (4) The yield is 0.360. The catalyst is S(=O)(=O)(O)O. The product is [NH2:5][C:6]1[C:14]([N+:1]([O-:4])=[O:2])=[CH:13][C:9]([C:10]([OH:12])=[O:11])=[CH:8][N:7]=1. The reactants are [N+:1]([O-:4])(O)=[O:2].[NH2:5][C:6]1[CH:14]=[CH:13][C:9]([C:10]([OH:12])=[O:11])=[CH:8][N:7]=1. (5) The reactants are C([O:4][C@@H:5]1[C@@H:10]([O:11]C(=O)C)[C@H:9]([O:15]C(=O)C)[C@@H:8]([S:19][CH3:20])[O:7][C@H:6]1[C:21]1[CH:26]=[CH:25][C:24]([CH3:27])=[C:23]([CH2:28][C:29]2[CH:34]=[CH:33][C:32]([O:35][CH2:36][CH2:37][NH2:38])=[CH:31][CH:30]=2)[CH:22]=1)(=O)C.[N+]([O-])(O)=O.CC1C=C(C)[N:46]([C:50](=N)[NH2:51])N=1.CCN(C(C)C)C(C)C.C([O-])=O. The catalyst is CC#N. The product is [CH3:27][C:24]1[CH:25]=[CH:26][C:21]([C@H:6]2[C@H:5]([OH:4])[C@@H:10]([OH:11])[C@H:9]([OH:15])[C@@H:8]([S:19][CH3:20])[O:7]2)=[CH:22][C:23]=1[CH2:28][C:29]1[CH:30]=[CH:31][C:32]([O:35][CH2:36][CH2:37][NH:38][C:50]([NH2:51])=[NH:46])=[CH:33][CH:34]=1. The yield is 0.340. (6) The reactants are [F:1][C:2]([F:24])([F:23])[O:3][C:4]1[CH:9]=[CH:8][C:7]([N:10]2[CH:14]=[N:13][C:12]([C:15]3[CH:22]=[CH:21][C:18]([CH:19]=[O:20])=[CH:17][CH:16]=3)=[N:11]2)=[CH:6][CH:5]=1.[CH3:25][Mg]Br.Cl. The catalyst is O1CCCC1.C(=O)=O.CC(C)=O.O. The product is [F:24][C:2]([F:1])([F:23])[O:3][C:4]1[CH:5]=[CH:6][C:7]([N:10]2[CH:14]=[N:13][C:12]([C:15]3[CH:22]=[CH:21][C:18]([CH:19]([OH:20])[CH3:25])=[CH:17][CH:16]=3)=[N:11]2)=[CH:8][CH:9]=1. The yield is 0.940.